Dataset: Full USPTO retrosynthesis dataset with 1.9M reactions from patents (1976-2016). Task: Predict the reactants needed to synthesize the given product. (1) Given the product [NH2:23][C:21]1[CH:20]=[CH:19][C:3]([O:4][C:5]2[CH:10]=[CH:9][N:8]=[C:7]([NH:11][C:12]([N:14]3[CH2:15][CH2:16][CH2:17][CH2:18]3)=[O:13])[CH:6]=2)=[C:2]([F:1])[CH:22]=1, predict the reactants needed to synthesize it. The reactants are: [F:1][C:2]1[CH:22]=[C:21]([N+:23]([O-])=O)[CH:20]=[CH:19][C:3]=1[O:4][C:5]1[CH:10]=[CH:9][N:8]=[C:7]([NH:11][C:12]([N:14]2[CH2:18][CH2:17][CH2:16][CH2:15]2)=[O:13])[CH:6]=1.[Cl-].[NH4+].C(OCC)(=O)C.O1CCCC1.C(OCC)(=O)C.CCCCCC. (2) Given the product [Br:33][C:17]1[C:18]([O:29][CH2:30][C:31]([OH:39])=[O:32])=[C:19]([C:21]2[CH:26]=[CH:25][C:24]([F:27])=[C:23]([Cl:28])[CH:22]=2)[CH:20]=[C:15]([C:14](=[O:34])[NH:13][CH2:1][CH2:2][CH2:3][CH2:4][CH2:5][CH2:6][CH2:7][CH2:8][CH2:9][CH2:10][CH2:11][CH3:12])[CH:16]=1, predict the reactants needed to synthesize it. The reactants are: [CH2:1]([NH:13][C:14](=[O:34])[C:15]1[CH:20]=[C:19]([C:21]2[CH:26]=[CH:25][C:24]([F:27])=[C:23]([Cl:28])[CH:22]=2)[C:18]([O:29][CH2:30][CH2:31][OH:32])=[C:17]([Br:33])[CH:16]=1)[CH2:2][CH2:3][CH2:4][CH2:5][CH2:6][CH2:7][CH2:8][CH2:9][CH2:10][CH2:11][CH3:12].C[N+]1([O-])CC[O:39]CC1.S(=O)(O)[O-].[Na+].S(S([O-])=O)([O-])=O.[Na+].[Na+].Cl. (3) Given the product [O:14]=[C:11]1[NH:12][CH:13]=[C:8]([CH:5]2[CH2:6][CH2:7][CH:2]([N:15]3[CH2:18][CH:17]([NH:19][C:20]([CH2:22][NH:23][C:24](=[O:35])[C:25]4[CH:30]=[CH:29][CH:28]=[C:27]([C:31]([F:34])([F:32])[F:33])[CH:26]=4)=[O:21])[CH2:16]3)[CH2:3][CH2:4]2)[CH:9]=[CH:10]1, predict the reactants needed to synthesize it. The reactants are: O=[C:2]1[CH2:7][CH2:6][CH:5]([C:8]2[CH:9]=[CH:10][C:11](=[O:14])[NH:12][CH:13]=2)[CH2:4][CH2:3]1.[NH:15]1[CH2:18][CH:17]([NH:19][C:20]([CH2:22][NH:23][C:24](=[O:35])[C:25]2[CH:30]=[CH:29][CH:28]=[C:27]([C:31]([F:34])([F:33])[F:32])[CH:26]=2)=[O:21])[CH2:16]1. (4) Given the product [CH2:37]([O:36][N:33]([CH:34]=[O:35])[CH2:32][C@@H:31]([CH2:44][CH:45]1[CH2:46][CH2:47][CH2:48][CH2:49]1)[C:30]([NH:29][C@H:24]([C:23]([N:20]1[CH2:21][CH2:22][CH:17]([NH:6][CH2:7][C:8]2[O:9][CH:10]=[C:11]([O:15][CH3:16])[C:12](=[O:14])[CH:13]=2)[CH2:18][CH2:19]1)=[O:51])[C:25]([CH3:28])([CH3:27])[CH3:26])=[O:50])[C:38]1[CH:43]=[CH:42][CH:41]=[CH:40][CH:39]=1, predict the reactants needed to synthesize it. The reactants are: ClC(Cl)(Cl)COC(=O)[N:6]([CH:17]1[CH2:22][CH2:21][N:20]([C:23](=[O:51])[C@@H:24]([NH:29][C:30](=[O:50])[C@H:31]([CH2:44][CH:45]2[CH2:49][CH2:48][CH2:47][CH2:46]2)[CH2:32][N:33]([O:36][CH2:37][C:38]2[CH:43]=[CH:42][CH:41]=[CH:40][CH:39]=2)[CH:34]=[O:35])[C:25]([CH3:28])([CH3:27])[CH3:26])[CH2:19][CH2:18]1)[CH2:7][C:8]1[O:9][CH:10]=[C:11]([O:15][CH3:16])[C:12](=[O:14])[CH:13]=1. (5) Given the product [Si:14]([O:9][C:6]1[CH:7]=[CH:8][C:3]([NH:2][CH3:1])=[CH:4][CH:5]=1)([C:11]([CH3:13])([CH3:12])[CH3:10])([CH3:16])[CH3:15], predict the reactants needed to synthesize it. The reactants are: [CH3:1][NH:2][C:3]1[CH:8]=[CH:7][C:6]([OH:9])=[CH:5][CH:4]=1.[CH3:10][C:11]([Si:14](Cl)([CH3:16])[CH3:15])([CH3:13])[CH3:12].N1C=CN=C1.O. (6) Given the product [CH3:25][O:26][C:27]([C:29]1[C:37]2[C:32](=[CH:33][C:34]([N:22]3[CH2:23][CH2:24][CH:19]([O:18][CH2:17][C:5]4[C:6]([C:9]5[C:10]([Cl:16])=[CH:11][CH:12]=[CH:13][C:14]=5[Cl:15])=[N:7][O:8][C:4]=4[CH:1]4[CH2:2][CH2:3]4)[CH2:20][CH2:21]3)=[CH:35][CH:36]=2)[N:31]([CH3:39])[CH:30]=1)=[O:28], predict the reactants needed to synthesize it. The reactants are: [CH:1]1([C:4]2[O:8][N:7]=[C:6]([C:9]3[C:14]([Cl:15])=[CH:13][CH:12]=[CH:11][C:10]=3[Cl:16])[C:5]=2[CH2:17][O:18][CH:19]2[CH2:24][CH2:23][NH:22][CH2:21][CH2:20]2)[CH2:3][CH2:2]1.[CH3:25][O:26][C:27]([C:29]1[C:37]2[C:32](=[CH:33][C:34](Br)=[CH:35][CH:36]=2)[N:31]([CH3:39])[CH:30]=1)=[O:28].C(=O)([O-])[O-].[K+].[K+].N1CCC[C@H]1C(O)=O. (7) Given the product [CH3:59][N:39]([CH3:38])[CH:40]1[CH2:45][CH2:44][N:43]([C:46](=[O:58])[CH2:47][CH2:48][C:49]2[N:50]([CH2:54][C:55]([O:37][CH:34]3[CH2:36][CH2:35]3)=[O:56])[CH:51]=[CH:52][N:53]=2)[CH2:42][CH2:41]1, predict the reactants needed to synthesize it. The reactants are: C(N(C(C)C)CC)(C)C.CN(C(ON1N=NC2C=CC=CC1=2)=[N+](C)C)C.F[P-](F)(F)(F)(F)F.[CH:34]1([OH:37])[CH2:36][CH2:35]1.[CH3:38][N:39]([CH3:59])[CH:40]1[CH2:45][CH2:44][N:43]([C:46](=[O:58])[CH2:47][CH2:48][C:49]2[N:50]([CH2:54][C:55](O)=[O:56])[CH:51]=[CH:52][N:53]=2)[CH2:42][CH2:41]1.Cl. (8) Given the product [OH:8][C:9]1[CH:14]=[CH:13][C:12]([CH2:15][C:16]2[C:17]([O:24][C@@H:25]3[O:51][C@H:50]([CH2:52][O:53][C:54](=[O:59])[C:55]([CH3:58])([CH3:57])[CH3:56])[C@@H:42]([O:43][C:44](=[O:49])[C:45]([CH3:47])([CH3:46])[CH3:48])[C@H:34]([O:35][C:36](=[O:41])[C:37]([CH3:38])([CH3:39])[CH3:40])[C@H:26]3[O:27][C:28](=[O:33])[C:29]([CH3:32])([CH3:30])[CH3:31])=[N:18][NH:19][C:20]=2[CH:21]([CH3:23])[CH3:22])=[C:11]([CH3:60])[CH:10]=1, predict the reactants needed to synthesize it. The reactants are: C([O:8][C:9]1[CH:14]=[CH:13][C:12]([CH2:15][C:16]2[C:17]([O:24][CH:25]3[O:51][C@H:50]([CH2:52][O:53][C:54](=[O:59])[C:55]([CH3:58])([CH3:57])[CH3:56])[C@@H:42]([O:43][C:44](=[O:49])[C:45]([CH3:48])([CH3:47])[CH3:46])[C@H:34]([O:35][C:36](=[O:41])[C:37]([CH3:40])([CH3:39])[CH3:38])[C@H:26]3[O:27][C:28](=[O:33])[C:29]([CH3:32])([CH3:31])[CH3:30])=[N:18][NH:19][C:20]=2[CH:21]([CH3:23])[CH3:22])=[C:11]([CH3:60])[CH:10]=1)C1C=CC=CC=1. (9) Given the product [CH3:1][N:2]1[CH2:3][CH2:4][N:5]([CH2:8][CH:10]2[CH2:15][CH2:14][CH2:13][N:12]([C:16]3[CH:21]=[CH:20][C:19]([N+:22]([O-:24])=[O:23])=[CH:18][CH:17]=3)[CH2:11]2)[CH2:6][CH2:7]1.[CH3:1][N:2]1[CH2:26][CH2:30][N:5]([CH2:6][CH:15]2[CH2:10][CH2:11][N:12]([C:16]3[CH:17]=[CH:18][C:19]([N+:22]([O-:24])=[O:23])=[CH:20][CH:21]=3)[CH2:13][CH2:14]2)[CH2:4][CH2:3]1, predict the reactants needed to synthesize it. The reactants are: [CH3:1][N:2]1[CH2:7][CH2:6][N:5]([C:8]([CH:10]2[CH2:15][CH2:14][CH2:13][N:12]([C:16]3[CH:21]=[CH:20][C:19]([N+:22]([O-:24])=[O:23])=[CH:18][CH:17]=3)[CH2:11]2)=O)[CH2:4][CH2:3]1.B.[CH2:26]1[CH2:30]OCC1.Cl.C([O-])(O)=O.[Na+].